From a dataset of Full USPTO retrosynthesis dataset with 1.9M reactions from patents (1976-2016). Predict the reactants needed to synthesize the given product. (1) Given the product [NH:6]1[C:5]2[CH:9]=[CH:10][C:2]([N:1]3[CH:21]([C:19]4[CH:18]=[CH:17][C:15]5[O:16][C:12]([F:23])([F:11])[O:13][C:14]=5[CH:20]=4)[CH2:31][NH:30][C:35]3=[O:36])=[CH:3][C:4]=2[N:8]=[CH:7]1, predict the reactants needed to synthesize it. The reactants are: [NH2:1][C:2]1[CH:10]=[CH:9][C:5]2[N:6]=[CH:7][NH:8][C:4]=2[CH:3]=1.[F:11][C:12]1([F:23])[O:16][C:15]2[CH:17]=[CH:18][C:19]([CH:21]=O)=[CH:20][C:14]=2[O:13]1.[Si](C#N)(C)(C)C.[N:30]1([C:35](N2C=CN=C2)=[O:36])C=CN=[CH:31]1. (2) Given the product [CH:1]([O:4][C:5]1[N:10]=[C:9]([C:11]2[C:19]3[C:14](=[CH:15][CH:16]=[C:17]([C:20]4[S:21][C:22]([N:49]5[CH2:50][CH2:51][C@@H:47]([NH:46][C:44](=[O:45])[O:43][C:39]([CH3:41])([CH3:40])[CH3:42])[CH2:48]5)=[N:23][N:24]=4)[CH:18]=3)[N:13]([S:29]([C:32]3[CH:38]=[CH:37][C:35]([CH3:36])=[CH:34][CH:33]=3)(=[O:30])=[O:31])[CH:12]=2)[CH:8]=[CH:7][CH:6]=1)([CH3:3])[CH3:2], predict the reactants needed to synthesize it. The reactants are: [CH:1]([O:4][C:5]1[N:10]=[C:9]([C:11]2[C:19]3[C:14](=[CH:15][CH:16]=[C:17]([C:20]4[S:21][C:22](S(C)(=O)=O)=[N:23][N:24]=4)[CH:18]=3)[N:13]([S:29]([C:32]3[CH:38]=[CH:37][C:35]([CH3:36])=[CH:34][CH:33]=3)(=[O:31])=[O:30])[CH:12]=2)[CH:8]=[CH:7][CH:6]=1)([CH3:3])[CH3:2].[C:39]([O:43][C:44]([NH:46][C@@H:47]1[CH2:51][CH2:50][NH:49][CH2:48]1)=[O:45])([CH3:42])([CH3:41])[CH3:40].